Dataset: NCI-60 drug combinations with 297,098 pairs across 59 cell lines. Task: Regression. Given two drug SMILES strings and cell line genomic features, predict the synergy score measuring deviation from expected non-interaction effect. (1) Drug 1: CC1CCC2CC(C(=CC=CC=CC(CC(C(=O)C(C(C(=CC(C(=O)CC(OC(=O)C3CCCCN3C(=O)C(=O)C1(O2)O)C(C)CC4CCC(C(C4)OC)OCCO)C)C)O)OC)C)C)C)OC. Drug 2: CCC1(CC2CC(C3=C(CCN(C2)C1)C4=CC=CC=C4N3)(C5=C(C=C6C(=C5)C78CCN9C7C(C=CC9)(C(C(C8N6C)(C(=O)OC)O)OC(=O)C)CC)OC)C(=O)OC)O.OS(=O)(=O)O. Cell line: HOP-92. Synergy scores: CSS=-5.10, Synergy_ZIP=3.09, Synergy_Bliss=-0.394, Synergy_Loewe=-3.29, Synergy_HSA=-3.86. (2) Drug 1: COC1=NC(=NC2=C1N=CN2C3C(C(C(O3)CO)O)O)N. Drug 2: CC1CCCC2(C(O2)CC(NC(=O)CC(C(C(=O)C(C1O)C)(C)C)O)C(=CC3=CSC(=N3)C)C)C. Cell line: SW-620. Synergy scores: CSS=53.7, Synergy_ZIP=4.36, Synergy_Bliss=1.87, Synergy_Loewe=-8.04, Synergy_HSA=1.62. (3) Cell line: BT-549. Synergy scores: CSS=37.0, Synergy_ZIP=-4.68, Synergy_Bliss=-3.74, Synergy_Loewe=-23.9, Synergy_HSA=-1.49. Drug 1: CN1C(=O)N2C=NC(=C2N=N1)C(=O)N. Drug 2: C1=NC2=C(N1)C(=S)N=CN2. (4) Drug 1: CC(C)(C1=NC(=CC=C1)N2C3=NC(=NC=C3C(=O)N2CC=C)NC4=CC=C(C=C4)N5CCN(CC5)C)O. Drug 2: CC1(CCCN1)C2=NC3=C(C=CC=C3N2)C(=O)N. Cell line: OVCAR3. Synergy scores: CSS=61.6, Synergy_ZIP=-2.42, Synergy_Bliss=-4.26, Synergy_Loewe=-42.0, Synergy_HSA=-2.27. (5) Drug 1: CC1C(C(CC(O1)OC2CC(CC3=C2C(=C4C(=C3O)C(=O)C5=C(C4=O)C(=CC=C5)OC)O)(C(=O)C)O)N)O.Cl. Drug 2: C1=CC(=CC=C1CCCC(=O)O)N(CCCl)CCCl. Cell line: NCI-H226. Synergy scores: CSS=11.9, Synergy_ZIP=-6.25, Synergy_Bliss=-0.770, Synergy_Loewe=-5.78, Synergy_HSA=-0.0493. (6) Drug 1: C1=NC2=C(N=C(N=C2N1C3C(C(C(O3)CO)O)F)Cl)N. Drug 2: CN(CCCl)CCCl.Cl. Cell line: HCT116. Synergy scores: CSS=29.3, Synergy_ZIP=-1.13, Synergy_Bliss=7.19, Synergy_Loewe=-10.5, Synergy_HSA=1.08. (7) Drug 1: CNC(=O)C1=NC=CC(=C1)OC2=CC=C(C=C2)NC(=O)NC3=CC(=C(C=C3)Cl)C(F)(F)F. Drug 2: CS(=O)(=O)OCCCCOS(=O)(=O)C. Cell line: EKVX. Synergy scores: CSS=-5.31, Synergy_ZIP=1.16, Synergy_Bliss=-0.0329, Synergy_Loewe=-3.32, Synergy_HSA=-2.95.